Task: Predict the product of the given reaction.. Dataset: Forward reaction prediction with 1.9M reactions from USPTO patents (1976-2016) (1) Given the reactants [F:1][C:2]1[CH:9]=[CH:8][C:5]([CH2:6][NH2:7])=[C:4]([C:10]([F:13])([F:12])[F:11])[CH:3]=1.ClC(Cl)(O[C:18](=[O:24])[O:19][C:20](Cl)(Cl)Cl)Cl.[N-:26]=[C:27]=[O:28], predict the reaction product. The product is: [F:1][C:2]1[CH:9]=[CH:8][C:5]([CH2:6][NH:7][C:27]([NH:26][C:5]2[C:6]3[NH:7][C:18](=[O:24])[O:19][C:20]=3[CH:2]=[CH:3][CH:4]=2)=[O:28])=[C:4]([C:10]([F:11])([F:12])[F:13])[CH:3]=1. (2) Given the reactants [CH3:1][O:2][CH2:3][C:4]1[CH:5]=[C:6]([C:10]2[CH:15]=[CH:14][C:13]([C:16]([CH3:21])([CH3:20])[C:17]([OH:19])=O)=[CH:12][CH:11]=2)[CH:7]=[N:8][CH:9]=1.[CH2:22]([NH2:26])[CH:23]([CH3:25])[CH3:24], predict the reaction product. The product is: [CH2:22]([NH:26][C:17](=[O:19])[C:16]([C:13]1[CH:12]=[CH:11][C:10]([C:6]2[CH:7]=[N:8][CH:9]=[C:4]([CH2:3][O:2][CH3:1])[CH:5]=2)=[CH:15][CH:14]=1)([CH3:21])[CH3:20])[CH:23]([CH3:25])[CH3:24]. (3) Given the reactants Cl[C:2]1[C:11]2[C:6](=[CH:7][C:8]([S:12]([N:15]([CH2:21][C:22]3[CH:27]=[CH:26][C:25]([O:28][CH3:29])=[CH:24][C:23]=3[O:30][CH3:31])[C:16]3[S:17][CH:18]=[CH:19][N:20]=3)(=[O:14])=[O:13])=[CH:9][CH:10]=2)[CH:5]=[CH:4][N:3]=1.[F:32][C:33]1[CH:38]=[C:37]([C:39]([F:42])([F:41])[F:40])[CH:36]=[CH:35][C:34]=1B(O)O.C(=O)([O-])[O-].[K+].[K+].O1CCOCC1, predict the reaction product. The product is: [CH3:31][O:30][C:23]1[CH:24]=[C:25]([O:28][CH3:29])[CH:26]=[CH:27][C:22]=1[CH2:21][N:15]([C:16]1[S:17][CH:18]=[CH:19][N:20]=1)[S:12]([C:8]1[CH:7]=[C:6]2[C:11](=[CH:10][CH:9]=1)[C:2]([C:34]1[CH:35]=[CH:36][C:37]([C:39]([F:42])([F:41])[F:40])=[CH:38][C:33]=1[F:32])=[N:3][CH:4]=[CH:5]2)(=[O:14])=[O:13].